Dataset: Peptide-MHC class I binding affinity with 185,985 pairs from IEDB/IMGT. Task: Regression. Given a peptide amino acid sequence and an MHC pseudo amino acid sequence, predict their binding affinity value. This is MHC class I binding data. The peptide sequence is AEKSRGRRI. The MHC is HLA-B35:01 with pseudo-sequence HLA-B35:01. The binding affinity (normalized) is 0.0847.